This data is from Peptide-MHC class I binding affinity with 185,985 pairs from IEDB/IMGT. The task is: Regression. Given a peptide amino acid sequence and an MHC pseudo amino acid sequence, predict their binding affinity value. This is MHC class I binding data. (1) The peptide sequence is YMDDVVLGV. The MHC is HLA-A02:01 with pseudo-sequence HLA-A02:01. The binding affinity (normalized) is 0.849. (2) The MHC is Mamu-A02 with pseudo-sequence Mamu-A02. The peptide sequence is KSCLPACV. The binding affinity (normalized) is 0.272. (3) The peptide sequence is ALLELFNAF. The MHC is HLA-B08:01 with pseudo-sequence HLA-B08:01. The binding affinity (normalized) is 0.270. (4) The peptide sequence is YRYCHQLAL. The MHC is HLA-B15:42 with pseudo-sequence HLA-B15:42. The binding affinity (normalized) is 0.213.